Predict the reaction yield, written as a fraction of the theoretical maximum amount of product (1.0 means a 100% yield; for example, 0.34 means a 34% yield). From a dataset of Reaction yield outcomes from USPTO patents with 853,638 reactions. The product is [N:5]1[C:6]2[C:11](=[CH:10][CH:9]=[CH:8][CH:7]=2)[CH:2]=[N:3][CH:4]=1. The yield is 0.980. The catalyst is CO. The reactants are Cl[C:2]1[C:11]2[C:6](=[CH:7][CH:8]=[CH:9][CH:10]=2)[N:5]=[CH:4][N:3]=1.C[O-].[Na+].